This data is from Forward reaction prediction with 1.9M reactions from USPTO patents (1976-2016). The task is: Predict the product of the given reaction. (1) Given the reactants [NH2:1][C:2]1[C:3]2[C:10]([C:11]3[CH:16]=[CH:15][C:14]([NH:17][C:18]([C:20]4[C:21](=[O:37])[N:22]([C:31]5[CH:36]=[CH:35][CH:34]=[CH:33][CH:32]=5)[C:23]5[CH2:24][CH2:25][CH2:26][C:27](=[O:30])[C:28]=5[CH:29]=4)=[O:19])=[CH:13][CH:12]=3)=[CH:9][N:8]([C@H:38]3[CH2:41][C@@H:40]([CH2:42][O:43]CC4C=CC=CC=4)[CH2:39]3)[C:4]=2[N:5]=[CH:6][N:7]=1.Br.C(OCC)(=O)C.C(=O)([O-])[O-].[Na+].[Na+], predict the reaction product. The product is: [NH2:1][C:2]1[C:3]2[C:10]([C:11]3[CH:12]=[CH:13][C:14]([NH:17][C:18]([C:20]4[C:21](=[O:37])[N:22]([C:31]5[CH:32]=[CH:33][CH:34]=[CH:35][CH:36]=5)[C:23]5[CH2:24][CH2:25][CH2:26][C:27](=[O:30])[C:28]=5[CH:29]=4)=[O:19])=[CH:15][CH:16]=3)=[CH:9][N:8]([C@H:38]3[CH2:39][C@@H:40]([CH2:42][OH:43])[CH2:41]3)[C:4]=2[N:5]=[CH:6][N:7]=1. (2) Given the reactants Cl[C:2]1[N:7]=[C:6]([O:8][C:9]2[CH:34]=[CH:33][CH:32]=[CH:31][C:10]=2[CH2:11][NH:12][C:13]([NH:15][C:16]2[N:20]([C:21]3[CH:26]=[CH:25][CH:24]=[CH:23][CH:22]=3)[N:19]=[C:18]([C:27]([CH3:30])([CH3:29])[CH3:28])[CH:17]=2)=[O:14])[CH:5]=[CH:4][N:3]=1.C(=O)([O-])[O-].[Na+].[Na+].[NH:41]1[CH2:46][CH2:45][O:44][CH2:43][CH2:42]1, predict the reaction product. The product is: [O:44]1[CH2:45][CH2:46][N:41]([C:2]2[N:7]=[C:6]([O:8][C:9]3[CH:34]=[CH:33][CH:32]=[CH:31][C:10]=3[CH2:11][NH:12][C:13]([NH:15][C:16]3[N:20]([C:21]4[CH:26]=[CH:25][CH:24]=[CH:23][CH:22]=4)[N:19]=[C:18]([C:27]([CH3:28])([CH3:30])[CH3:29])[CH:17]=3)=[O:14])[CH:5]=[CH:4][N:3]=2)[CH2:42][CH2:43]1.